From a dataset of Ames mutagenicity test results for genotoxicity prediction. Regression/Classification. Given a drug SMILES string, predict its toxicity properties. Task type varies by dataset: regression for continuous values (e.g., LD50, hERG inhibition percentage) or binary classification for toxic/non-toxic outcomes (e.g., AMES mutagenicity, cardiotoxicity, hepatotoxicity). Dataset: ames. (1) The compound is CC(O)CCC(=O)c1ccoc1. The result is 0 (non-mutagenic). (2) The compound is c1ccoc1. The result is 0 (non-mutagenic).